From a dataset of Reaction yield outcomes from USPTO patents with 853,638 reactions. Predict the reaction yield, written as a fraction of the theoretical maximum amount of product (1.0 means a 100% yield; for example, 0.34 means a 34% yield). (1) The reactants are Cl[CH:2]([C:15]1[CH:20]=[CH:19][CH:18]=[CH:17][CH:16]=1)[C:3]([C:5]1[C:13]2[C:8](=[CH:9][C:10]([CH3:14])=[CH:11][CH:12]=2)[NH:7][CH:6]=1)=[O:4].[CH3:21][O:22][C:23]1[CH:24]=N[CH:26]=[CH:27][CH:28]=1.C[CH2:30][N:31](C(C)C)C(C)C.[I-].[Na+]. The catalyst is C(#N)C. The product is [CH3:21][O:22][C:23]1[CH:24]=[C:30]([NH:31][CH:2]([C:15]2[CH:20]=[CH:19][CH:18]=[CH:17][CH:16]=2)[C:3]([C:5]2[C:13]3[C:8](=[CH:9][C:10]([CH3:14])=[CH:11][CH:12]=3)[NH:7][CH:6]=2)=[O:4])[CH:26]=[CH:27][CH:28]=1. The yield is 0.0400. (2) The reactants are [CH3:1][C:2]1[CH:7]=[CH:6][N:5]=[CH:4][C:3]=1[N:8]1[CH2:12][CH2:11][NH:10][C:9]1=[O:13].Br[C:15]1[CH:20]=[CH:19][CH:18]=[C:17]([Cl:21])[C:16]=1[F:22].N[C@@H]1CCCC[C@H]1N.P([O-])([O-])([O-])=O.[K+].[K+].[K+]. The catalyst is [Cu](I)I.O1CCOCC1. The product is [Cl:21][C:17]1[C:16]([F:22])=[C:15]([N:10]2[CH2:11][CH2:12][N:8]([C:3]3[CH:4]=[N:5][CH:6]=[CH:7][C:2]=3[CH3:1])[C:9]2=[O:13])[CH:20]=[CH:19][CH:18]=1. The yield is 0.000300.